The task is: Regression. Given a peptide amino acid sequence and an MHC pseudo amino acid sequence, predict their binding affinity value. This is MHC class II binding data.. This data is from Peptide-MHC class II binding affinity with 134,281 pairs from IEDB. (1) The peptide sequence is FLHYIFMENAFELPT. The MHC is DRB3_0101 with pseudo-sequence DRB3_0101. The binding affinity (normalized) is 0.938. (2) The peptide sequence is VMGDTAWDFSSAGGF. The MHC is DRB1_0901 with pseudo-sequence DRB1_0901. The binding affinity (normalized) is 0.738. (3) The peptide sequence is IGRIAETILGYNPSA. The MHC is DRB1_0301 with pseudo-sequence DRB1_0301. The binding affinity (normalized) is 0.313.